This data is from Catalyst prediction with 721,799 reactions and 888 catalyst types from USPTO. The task is: Predict which catalyst facilitates the given reaction. (1) Reactant: [OH:1][C:2]1[CH:7]=[CH:6][C:5]([N+:8]([O-:10])=[O:9])=[CH:4][C:3]=1[NH:11][C:12](=[O:18])[O:13][C:14]([CH3:17])([CH3:16])[CH3:15].C([O-])([O-])=O.[K+].[K+].Cl[CH2:26][C:27]([CH3:29])=[CH2:28]. Product: [CH3:28][C:27](=[CH2:26])[CH2:29][O:1][C:2]1[CH:7]=[CH:6][C:5]([N+:8]([O-:10])=[O:9])=[CH:4][C:3]=1[NH:11][C:12](=[O:18])[O:13][C:14]([CH3:15])([CH3:17])[CH3:16]. The catalyst class is: 21. (2) Reactant: Cl.Cl.[Cl:3][C:4]1[NH:5][C:6]([NH:13][CH2:14][C:15]2[S:16][CH:17]=[CH:18][N:19]=2)=[C:7]([F:12])[C:8](=[N:10][NH2:11])[N:9]=1.[CH:20]1([CH2:25][C@H:26]([CH2:30][N:31]([CH:39]=[O:40])[O:32][CH:33]2[CH2:38][CH2:37][CH2:36][CH2:35][O:34]2)[C:27](O)=[O:28])[CH2:24][CH2:23][CH2:22][CH2:21]1.CN1CCOCC1.C1C=NC2N(O)N=NC=2C=1.C(Cl)CCl. Product: [Cl:3][C:4]1[N:9]=[C:8]([NH:10][NH:11][C:27](=[O:28])[C@H:26]([CH2:25][CH:20]2[CH2:21][CH2:22][CH2:23][CH2:24]2)[CH2:30][N:31]([O:32][CH:33]2[CH2:38][CH2:37][CH2:36][CH2:35][O:34]2)[CH:39]=[O:40])[C:7]([F:12])=[C:6]([NH:13][CH2:14][C:15]2[S:16][CH:17]=[CH:18][N:19]=2)[N:5]=1. The catalyst class is: 3. (3) Reactant: [N:1]1[CH:6]=[CH:5][C:4]([CH:7]2[O:11][C:10](=[O:12])[NH:9][CH:8]2[CH2:13][C:14]2[CH:19]=[CH:18][C:17]([C:20]([F:23])([F:22])[F:21])=[CH:16][CH:15]=2)=[CH:3][CH:2]=1.[C:24](O[C:24]([O:26][C:27]([CH3:30])([CH3:29])[CH3:28])=[O:25])([O:26][C:27]([CH3:30])([CH3:29])[CH3:28])=[O:25].CN(C1C=CC=CN=1)C.O. Product: [O:12]=[C:10]1[N:9]([C:24]([O:26][C:27]([CH3:30])([CH3:29])[CH3:28])=[O:25])[CH:8]([CH2:13][C:14]2[CH:19]=[CH:18][C:17]([C:20]([F:22])([F:23])[F:21])=[CH:16][CH:15]=2)[CH:7]([C:4]2[CH:5]=[CH:6][N:1]=[CH:2][CH:3]=2)[O:11]1. The catalyst class is: 10. (4) Reactant: [C:1]([N:5]([CH3:34])[C:6]([C:8]1[N:9]=[C:10]([C:27]2[CH2:28][CH2:29][N:30]([CH3:33])[CH2:31][CH:32]=2)[N:11]2[C:20]3[C:15](=[CH:16][C:17]([O:25][CH3:26])=[C:18]([CH2:21][CH:22]([CH3:24])[CH3:23])[CH:19]=3)[CH2:14][CH2:13][C:12]=12)=[O:7])([CH3:4])([CH3:3])[CH3:2]. Product: [C:1]([N:5]([CH3:34])[C:6]([C:8]1[N:9]=[C:10]([CH:27]2[CH2:28][CH2:29][N:30]([CH3:33])[CH2:31][CH2:32]2)[N:11]2[C:20]3[C:15](=[CH:16][C:17]([O:25][CH3:26])=[C:18]([CH2:21][CH:22]([CH3:24])[CH3:23])[CH:19]=3)[CH2:14][CH2:13][C:12]=12)=[O:7])([CH3:4])([CH3:2])[CH3:3]. The catalyst class is: 19. (5) Reactant: O1C[C@H]1[C@@H:4]([NH:12][C:13](=[O:19])[O:14][C:15]([CH3:18])([CH3:17])[CH3:16])[CH2:5][C:6]1[CH:11]=[CH:10][CH:9]=[CH:8][CH:7]=1.[C:20]([O:28][CH2:29][CH3:30])(=[O:27])[CH2:21][C:22]([O:24][CH2:25][CH3:26])=[O:23].CC[O-].[Na+].[Br:35][C:36]1[CH:43]=[CH:42][C:39]([CH2:40]Br)=[CH:38][CH:37]=1.Cl. Product: [Br:35][C:36]1[CH:43]=[CH:42][C:39]([CH2:40][C:21]2([C:22]([O:24][CH2:25][CH3:26])=[O:23])[CH2:30][C@@H:29]([C@@H:4]([NH:12][C:13]([O:14][C:15]([CH3:16])([CH3:17])[CH3:18])=[O:19])[CH2:5][C:6]3[CH:7]=[CH:8][CH:9]=[CH:10][CH:11]=3)[O:28][C:20]2=[O:27])=[CH:38][CH:37]=1. The catalyst class is: 8. (6) Reactant: [C:1]([O:5][C:6]([NH:8][CH2:9][CH2:10][CH2:11][CH2:12][C@H:13]([NH:18][C:19](=[O:40])[CH2:20][CH2:21][NH:22][C:23]([C:25]1[CH:30]=[CH:29][C:28]([C:31]2[CH:36]=[CH:35][C:34]([CH2:37][CH2:38][CH3:39])=[CH:33][CH:32]=2)=[CH:27][CH:26]=1)=[O:24])[C:14]([O:16]C)=[O:15])=[O:7])([CH3:4])([CH3:3])[CH3:2].[Li+].[OH-]. Product: [C:1]([O:5][C:6]([NH:8][CH2:9][CH2:10][CH2:11][CH2:12][C@H:13]([NH:18][C:19](=[O:40])[CH2:20][CH2:21][NH:22][C:23]([C:25]1[CH:30]=[CH:29][C:28]([C:31]2[CH:36]=[CH:35][C:34]([CH2:37][CH2:38][CH3:39])=[CH:33][CH:32]=2)=[CH:27][CH:26]=1)=[O:24])[C:14]([OH:16])=[O:15])=[O:7])([CH3:4])([CH3:3])[CH3:2]. The catalyst class is: 36.